This data is from Forward reaction prediction with 1.9M reactions from USPTO patents (1976-2016). The task is: Predict the product of the given reaction. (1) Given the reactants [CH:1]1[C:6]2[C:7](=O)[NH:8][C:9]3[CH:15]=[CH:14][CH:13]=[CH:12][C:10]=3[O:11][C:5]=2[CH:4]=[CH:3][CH:2]=1.P(Cl)(Cl)([Cl:19])=O, predict the reaction product. The product is: [Cl:19][C:7]1=[N:8][C:9]2[CH:15]=[CH:14][CH:13]=[CH:12][C:10]=2[O:11][C:5]2[CH:4]=[CH:3][CH:2]=[CH:1][C:6]1=2. (2) The product is: [Cl:37][C:34]1[CH:35]=[CH:36][C:31]([CH2:30][N:26]2[C:27]3[C:23](=[CH:22][C:21](/[CH:20]=[C:17]4/[C:18](=[O:19])[N:14]([CH:11]5[CH2:12][CH2:13][NH:8][CH2:9][C:10]5=[O:43])[C:15](=[O:42])[S:16]/4)=[CH:29][CH:28]=3)[CH:24]=[N:25]2)=[C:32]([C:38]([F:41])([F:40])[F:39])[CH:33]=1. Given the reactants C(OC([N:8]1[CH2:13][CH2:12][CH:11]([N:14]2[C:18](=[O:19])/[C:17](=[CH:20]/[C:21]3[CH:22]=[C:23]4[C:27](=[CH:28][CH:29]=3)[N:26]([CH2:30][C:31]3[CH:36]=[CH:35][C:34]([Cl:37])=[CH:33][C:32]=3[C:38]([F:41])([F:40])[F:39])[N:25]=[CH:24]4)/[S:16][C:15]2=[O:42])[CH:10]([OH:43])[CH2:9]1)=O)(C)(C)C.CC(OI1(OC(C)=O)(OC(C)=O)OC(=O)C2C=CC=CC1=2)=O.C(O)(C(F)(F)F)=O.C(Cl)Cl, predict the reaction product. (3) Given the reactants Cl[C:2]1[C:3](=[O:16])[NH:4][C:5]2[C:10]([N:11]=1)=[CH:9][C:8]([C:12]([O:14][CH3:15])=[O:13])=[CH:7][CH:6]=2.[O:17]1[C:21]2=[CH:22][C:23]3[CH2:24][CH2:25][CH2:26][NH:27][C:28]=3[CH:29]=[C:20]2[O:19][CH2:18]1, predict the reaction product. The product is: [O:17]1[C:21]2=[CH:22][C:23]3[CH2:24][CH2:25][CH2:26][N:27]([C:2]4[C:3](=[O:16])[NH:4][C:5]5[C:10]([N:11]=4)=[CH:9][C:8]([C:12]([O:14][CH3:15])=[O:13])=[CH:7][CH:6]=5)[C:28]=3[CH:29]=[C:20]2[O:19][CH2:18]1. (4) Given the reactants Br[C:2]1[CH:7]=[N:6][CH:5]=[C:4]2[S:8][C:9]([C:11]3[N:12]=[N:13][NH:14][N:15]=3)=[CH:10][C:3]=12.[C:16]1([C:22]2[CH:23]=[CH:24][C:25]([NH2:28])=[N:26][CH:27]=2)[CH:21]=[CH:20][CH:19]=[CH:18][CH:17]=1.C(=O)([O-])[O-].[Cs+].[Cs+].CC1(C)C2C(=C(P(C3C=CC=CC=3)C3C=CC=CC=3)C=CC=2)OC2C(P(C3C=CC=CC=3)C3C=CC=CC=3)=CC=CC1=2, predict the reaction product. The product is: [C:16]1([C:22]2[CH:23]=[CH:24][C:25]([NH:28][C:2]3[CH:7]=[N:6][CH:5]=[C:4]4[S:8][C:9]([C:11]5[N:12]=[N:13][NH:14][N:15]=5)=[CH:10][C:3]=34)=[N:26][CH:27]=2)[CH:17]=[CH:18][CH:19]=[CH:20][CH:21]=1. (5) Given the reactants [OH:1][C:2]1[N:3]=[C:4]([C:8]2[CH:13]=[CH:12][C:11]([C:14]([O:16]C)=[O:15])=[CH:10][CH:9]=2)[S:5][C:6]=1[CH3:7].[CH2:18]([O:22][CH2:23][CH2:24]Br)[CH2:19][CH2:20][CH3:21], predict the reaction product. The product is: [CH2:18]([O:22][CH2:23][CH2:24][O:1][C:2]1[N:3]=[C:4]([C:8]2[CH:9]=[CH:10][C:11]([C:14]([OH:16])=[O:15])=[CH:12][CH:13]=2)[S:5][C:6]=1[CH3:7])[CH2:19][CH2:20][CH3:21].